This data is from Forward reaction prediction with 1.9M reactions from USPTO patents (1976-2016). The task is: Predict the product of the given reaction. (1) Given the reactants I[C:2]1[C:10]2[C:5](=[N:6][CH:7]=[N:8][C:9]=2[NH2:11])[NH:4][N:3]=1.[O:12]([C:19]1[CH:24]=[CH:23][C:22](B(O)O)=[CH:21][CH:20]=1)[C:13]1[CH:18]=[CH:17][CH:16]=[CH:15][CH:14]=1.C([O-])([O-])=O.[Na+].[Na+].N#N, predict the reaction product. The product is: [O:12]([C:19]1[CH:20]=[CH:21][C:22]([C:2]2[C:10]3[C:5](=[N:6][CH:7]=[N:8][C:9]=3[NH2:11])[NH:4][N:3]=2)=[CH:23][CH:24]=1)[C:13]1[CH:18]=[CH:17][CH:16]=[CH:15][CH:14]=1. (2) Given the reactants [C:1]([C:4]12[CH2:11][CH2:10][C:7]([NH:12][CH2:13][C:14]([N:16]3[CH2:20][C@@H:19]([F:21])[CH2:18][C@H:17]3[C:22]#[N:23])=[O:15])([CH2:8][CH2:9]1)[CH2:6][CH2:5]2)(O)=[O:2].[C:24]12([C:34]3[N:35]=[C:36]([NH2:39])[S:37][CH:38]=3)[CH2:33][CH:28]3[CH2:29][CH:30]([CH2:32][CH:26]([CH2:27]3)[CH2:25]1)[CH2:31]2, predict the reaction product. The product is: [C:24]12([C:34]3[N:35]=[C:36]([NH:39][C:1]([C:4]45[CH2:11][CH2:10][C:7]([NH:12][CH2:13][C:14]([N:16]6[CH2:20][C@@H:19]([F:21])[CH2:18][C@H:17]6[C:22]#[N:23])=[O:15])([CH2:8][CH2:9]4)[CH2:6][CH2:5]5)=[O:2])[S:37][CH:38]=3)[CH2:33][CH:28]3[CH2:29][CH:30]([CH2:32][CH:26]([CH2:27]3)[CH2:25]1)[CH2:31]2. (3) The product is: [F:26][C:27]1[N:37]=[CH:36][C:35]2[C:34](=[O:38])[N:33]3[CH2:39][C@H:40]([C:43](=[N:44][O:9][C:8]([C:5]4[CH:4]=[CH:3][C:2]([F:1])=[CH:7][N:6]=4)=[O:10])[NH2:45])[CH2:41][CH2:42][C@H:32]3[CH2:31][CH2:30][C:29]=2[CH:28]=1. Given the reactants [F:1][C:2]1[CH:3]=[CH:4][C:5]([C:8]([OH:10])=[O:9])=[N:6][CH:7]=1.C(Cl)CCl.O.N1C2C(=NC=CC=2)N(O)N=1.[F:26][C:27]1[N:37]=[CH:36][C:35]2[C:34](=[O:38])[N:33]3[CH2:39][C@H:40]([C:43](=[N:45]O)[NH2:44])[CH2:41][CH2:42][C@H:32]3[CH2:31][CH2:30][C:29]=2[CH:28]=1, predict the reaction product. (4) Given the reactants [CH:1]1([CH2:4][CH:5]([C:11]2[CH:16]=[CH:15][C:14]([N+:17]([O-])=O)=[C:13]([O:20][CH2:21][CH:22]3[CH2:24][CH2:23]3)[CH:12]=2)[C:6]([O:8][CH2:9][CH3:10])=[O:7])[CH2:3][CH2:2]1, predict the reaction product. The product is: [NH2:17][C:14]1[CH:15]=[CH:16][C:11]([CH:5]([CH2:4][CH:1]2[CH2:2][CH2:3]2)[C:6]([O:8][CH2:9][CH3:10])=[O:7])=[CH:12][C:13]=1[O:20][CH2:21][CH:22]1[CH2:24][CH2:23]1.